Dataset: Full USPTO retrosynthesis dataset with 1.9M reactions from patents (1976-2016). Task: Predict the reactants needed to synthesize the given product. (1) Given the product [Cl:1][C:2]1[CH:7]=[CH:6][CH:5]=[C:4]([F:8])[C:3]=1[CH:9]1[NH:14][C:13]2[CH:15]=[CH:16][C:17]([C:30]3[N:31]=[C:32]([C:34]4[CH:39]=[CH:38][CH:37]=[CH:36][N:35]=4)[S:33][C:29]=3[CH3:28])=[CH:18][C:12]=2[O:11][CH2:10]1, predict the reactants needed to synthesize it. The reactants are: [Cl:1][C:2]1[CH:7]=[CH:6][CH:5]=[C:4]([F:8])[C:3]=1[CH:9]1[NH:14][C:13]2[CH:15]=[CH:16][C:17](B3OC(C)(C)C(C)(C)O3)=[CH:18][C:12]=2[O:11][CH2:10]1.[CH3:28][C:29]1[S:33][C:32]([C:34]2[CH:39]=[CH:38][CH:37]=[CH:36][N:35]=2)=[N:31][C:30]=1OS(C(F)(F)F)(=O)=O. (2) Given the product [C:16]([C:15]1[CH:14]=[C:13]([N:11]2[N:10]=[N:9][C:8]([C:5]3[CH:4]=[CH:3][C:2]([C:22]#[N:23])=[CH:7][N:6]=3)=[N:12]2)[CH:20]=[C:19]([F:21])[CH:18]=1)#[N:17], predict the reactants needed to synthesize it. The reactants are: Br[C:2]1[CH:3]=[CH:4][C:5]([C:8]2[N:9]=[N:10][N:11]([C:13]3[CH:14]=[C:15]([CH:18]=[C:19]([F:21])[CH:20]=3)[C:16]#[N:17])[N:12]=2)=[N:6][CH:7]=1.[CH3:22][N:23](C=O)C. (3) The reactants are: [S:1]1[CH:5]=[CH:4][N:3]=[C:2]1[CH:6]([OH:8])[CH3:7].[Br:9][CH2:10][C:11](O)=[O:12].C(#N)C. Given the product [Br-:9].[CH3:7][CH:6]1[C:2]2[S:1][CH:5]=[CH:4][N+:3]=2[CH2:10][C:11](=[O:12])[O:8]1, predict the reactants needed to synthesize it. (4) Given the product [CH3:1][S:2][C:3]1[C:4]2[NH:9][C:14]3[CH2:15][CH2:16][NH:11][CH2:12][C:13]=3[C:5]=2[CH:6]=[CH:7][CH:8]=1, predict the reactants needed to synthesize it. The reactants are: [CH3:1][S:2][C:3]1[CH:8]=[CH:7][CH:6]=[CH:5][C:4]=1[NH:9]N.[NH:11]1[CH2:16][CH2:15][C:14](=O)[CH2:13][CH2:12]1.Cl.